Dataset: Forward reaction prediction with 1.9M reactions from USPTO patents (1976-2016). Task: Predict the product of the given reaction. (1) Given the reactants [N:1]([CH2:4][C:5]([C:7]1[CH:12]=[CH:11][C:10]([O:13][CH3:14])=[CH:9][C:8]=1[F:15])=[O:6])=[N+]=[N-].C1(P(C2C=CC=CC=2)C2C=CC=CC=2)C=CC=CC=1.C1(C)C=CC(S(O)(=O)=O)=CC=1, predict the reaction product. The product is: [NH2:1][CH2:4][C:5]([C:7]1[CH:12]=[CH:11][C:10]([O:13][CH3:14])=[CH:9][C:8]=1[F:15])=[O:6]. (2) Given the reactants [NH2:1][C:2]1[CH:11]=[CH:10][C:5]([C:6]([O:8][CH3:9])=[O:7])=[C:4](Cl)[N:3]=1.[C:13]([O:17][C:18]([C:20]1[CH:21]=[C:22](B(O)O)[CH:23]=[CH:24][CH:25]=1)=[O:19])([CH3:16])([CH3:15])[CH3:14].C([O-])([O-])=O.[Na+].[Na+], predict the reaction product. The product is: [NH2:1][C:2]1[CH:11]=[CH:10][C:5]([C:6]([O:8][CH3:9])=[O:7])=[C:4]([C:22]2[CH:23]=[CH:24][CH:25]=[C:20]([C:18]([O:17][C:13]([CH3:16])([CH3:15])[CH3:14])=[O:19])[CH:21]=2)[N:3]=1.